Dataset: Forward reaction prediction with 1.9M reactions from USPTO patents (1976-2016). Task: Predict the product of the given reaction. (1) Given the reactants [NH2:1][OH:2].[CH3:3][C:4]1[CH:13]=[C:12]([CH2:14][O:15][C:16]2[CH:21]=[CH:20][C:19]([S:22]([CH:25]=[CH:26][CH:27]=[C:28]3[CH2:33][CH2:32][S:31][CH2:30][CH2:29]3)(=[O:24])=[O:23])=[CH:18][CH:17]=2)[C:11]2[C:6](=[CH:7][CH:8]=[CH:9][CH:10]=2)[N:5]=1, predict the reaction product. The product is: [CH3:3][C:4]1[CH:13]=[C:12]([CH2:14][O:15][C:16]2[CH:17]=[CH:18][C:19]([S:22]([CH2:25][CH:26]([NH:1][OH:2])[CH:27]=[C:28]3[CH2:33][CH2:32][S:31][CH2:30][CH2:29]3)(=[O:23])=[O:24])=[CH:20][CH:21]=2)[C:11]2[C:6](=[CH:7][CH:8]=[CH:9][CH:10]=2)[N:5]=1. (2) Given the reactants [CH:1]1[C:10]2[C:5](=[CH:6][CH:7]=[CH:8][CH:9]=2)[CH:4]=[CH:3][C:2]=1[C@:11]1([C:26]([O:28]C)=[O:27])[CH2:13][C:12]1([C:20]1[CH:25]=[CH:24][CH:23]=[CH:22][CH:21]=1)[C:14]1[CH:19]=[CH:18][CH:17]=[CH:16][CH:15]=1.CC([O-])(C)C.[K+], predict the reaction product. The product is: [CH:1]1[C:10]2[C:5](=[CH:6][CH:7]=[CH:8][CH:9]=2)[CH:4]=[CH:3][C:2]=1[C@:11]1([C:26]([OH:28])=[O:27])[CH2:13][C:12]1([C:20]1[CH:21]=[CH:22][CH:23]=[CH:24][CH:25]=1)[C:14]1[CH:19]=[CH:18][CH:17]=[CH:16][CH:15]=1. (3) Given the reactants [Cl:1][C:2]1[CH:7]=[CH:6][CH:5]=[CH:4][C:3]=1[C:8]1[S:12][C:11]([CH2:13][O:14][C:15]2[CH:26]=[CH:25][C:18]([O:19][CH2:20][C:21]([O:23]C)=[O:22])=[C:17]([CH3:27])[CH:16]=2)=[N:10][CH:9]=1.[Li+].[OH-].Cl, predict the reaction product. The product is: [Cl:1][C:2]1[CH:7]=[CH:6][CH:5]=[CH:4][C:3]=1[C:8]1[S:12][C:11]([CH2:13][O:14][C:15]2[CH:26]=[CH:25][C:18]([O:19][CH2:20][C:21]([OH:23])=[O:22])=[C:17]([CH3:27])[CH:16]=2)=[N:10][CH:9]=1. (4) The product is: [N+:20]([C:16]1[CH:15]=[C:14]([C:12]2[N:1]=[C:2]([NH2:4])[S:3][CH:11]=2)[CH:19]=[CH:18][CH:17]=1)([O-:22])=[O:21]. Given the reactants [NH2:1][C:2]([NH2:4])=[S:3].C([O-])(=O)C.[Na+].Br[CH2:11][C:12]([C:14]1[CH:19]=[CH:18][CH:17]=[C:16]([N+:20]([O-:22])=[O:21])[CH:15]=1)=O, predict the reaction product. (5) The product is: [CH3:30][O:31][C:32]1[N:37]=[CH:36][C:35]([C:2]2[CH:3]=[C:4]3[C:9](=[CH:10][CH:11]=2)[N:8]=[CH:7][N:6]=[C:5]3[C:12]2[CH:13]=[CH:14][C:15]([CH3:29])=[C:16]([CH:28]=2)[C:17]([N:19]2[CH2:24][CH2:23][N:22]([C:25](=[O:27])[CH3:26])[CH2:21][CH2:20]2)=[O:18])=[CH:34][CH:33]=1. Given the reactants Br[C:2]1[CH:3]=[C:4]2[C:9](=[CH:10][CH:11]=1)[N:8]=[CH:7][N:6]=[C:5]2[C:12]1[CH:13]=[CH:14][C:15]([CH3:29])=[C:16]([CH:28]=1)[C:17]([N:19]1[CH2:24][CH2:23][N:22]([C:25](=[O:27])[CH3:26])[CH2:21][CH2:20]1)=[O:18].[CH3:30][O:31][C:32]1[N:37]=[CH:36][C:35](B(O)O)=[CH:34][CH:33]=1.[O-]P([O-])([O-])=O.[K+].[K+].[K+], predict the reaction product. (6) Given the reactants Br[C:2]1[CH:3]=[C:4]([NH:16][C:17]2[C:26]3[C:21](=[CH:22][C:23]([F:28])=[CH:24][C:25]=3[F:27])[N:20]=[C:19]([C:29]3[CH:34]=[CH:33][CH:32]=[CH:31][N:30]=3)[C:18]=2[CH3:35])[C:5]([C:8]2[CH:13]=[CH:12][C:11]([O:14][CH3:15])=[CH:10][CH:9]=2)=[N:6][CH:7]=1.C1(P(C2CCCCC2)C2(C(C)C)CC(C(C)C)=CC(C(C)C)=C2C2C=CC=CC=2)CCCCC1.CC(C)([O-])C.[Na+].[NH:76]1[CH2:81][CH2:80][O:79][CH2:78][CH2:77]1.C([O-])([O-])=O.[Na+].[Na+], predict the reaction product. The product is: [F:27][C:25]1[CH:24]=[C:23]([F:28])[CH:22]=[C:21]2[C:26]=1[C:17]([NH:16][C:4]1[C:5]([C:8]3[CH:13]=[CH:12][C:11]([O:14][CH3:15])=[CH:10][CH:9]=3)=[N:6][CH:7]=[C:2]([N:76]3[CH2:81][CH2:80][O:79][CH2:78][CH2:77]3)[CH:3]=1)=[C:18]([CH3:35])[C:19]([C:29]1[CH:34]=[CH:33][CH:32]=[CH:31][N:30]=1)=[N:20]2. (7) Given the reactants C([O:4][C:5]1[CH:10]=[C:9]([C:11]#[N:12])[C:8](Br)=[C:7]([C:14]#[N:15])[C:6]=1[O:16]C(=O)C)(=O)C.[O:20]1[CH2:25][CH2:24][N:23]([CH2:26][C:27]2[S:31][C:30](B3OC(C)(C)C(C)(C)O3)=[CH:29][CH:28]=2)[CH2:22][CH2:21]1, predict the reaction product. The product is: [OH:16][C:6]1[C:5]([OH:4])=[CH:10][C:9]([C:11]#[N:12])=[C:8]([C:30]2[S:31][C:27]([CH2:26][N:23]3[CH2:22][CH2:21][O:20][CH2:25][CH2:24]3)=[CH:28][CH:29]=2)[C:7]=1[C:14]#[N:15]. (8) Given the reactants [CH3:1][O:2][C:3]1[CH:8]=[CH:7][C:6]([CH:9]([CH3:12])[CH2:10][NH2:11])=[CH:5][CH:4]=1.[Cl:13][C:14]1[C:21]([C:22]([F:25])([F:24])[F:23])=[CH:20][CH:19]=[CH:18][C:15]=1[CH:16]=O.O.C1(C)C=CC(S(O)(=O)=O)=CC=1, predict the reaction product. The product is: [Cl:13][C:14]1[C:21]([C:22]([F:23])([F:24])[F:25])=[CH:20][CH:19]=[CH:18][C:15]=1[CH2:16][NH:11][CH2:10][CH:9]([C:6]1[CH:7]=[CH:8][C:3]([O:2][CH3:1])=[CH:4][CH:5]=1)[CH3:12]. (9) The product is: [CH3:27][O:28][C:29]([CH:31]1[CH2:34][N:33]([C:23](=[O:24])[CH2:22][C:19]2[CH:20]=[CH:21][C:16]([C:13]3[N:12]=[C:11]([C:9]4[CH:8]=[C:7]([CH3:26])[N:6]=[C:5]([CH2:1][CH:2]([CH3:3])[CH3:4])[CH:10]=4)[O:15][N:14]=3)=[CH:17][CH:18]=2)[CH2:32]1)=[O:30].[CH2:1]([C:5]1[CH:10]=[C:9]([C:11]2[O:15][N:14]=[C:13]([C:16]3[CH:17]=[CH:18][C:19]([CH2:22][C:23]([N:33]4[CH2:34][CH:31]([C:29]([OH:28])=[O:30])[CH2:32]4)=[O:24])=[CH:20][CH:21]=3)[N:12]=2)[CH:8]=[C:7]([CH3:26])[N:6]=1)[CH:2]([CH3:4])[CH3:3]. Given the reactants [CH2:1]([C:5]1[CH:10]=[C:9]([C:11]2[O:15][N:14]=[C:13]([C:16]3[CH:21]=[CH:20][C:19]([CH2:22][C:23](O)=[O:24])=[CH:18][CH:17]=3)[N:12]=2)[CH:8]=[C:7]([CH3:26])[N:6]=1)[CH:2]([CH3:4])[CH3:3].[CH3:27][O:28][C:29]([CH:31]1[CH2:34][NH:33][CH2:32]1)=[O:30], predict the reaction product. (10) Given the reactants [C:1]1([C:7]2[N:12]=[CH:11][C:10]([C:13]([OH:15])=O)=[CH:9][N:8]=2)[CH:6]=[CH:5][CH:4]=[CH:3][CH:2]=1.ClC(Cl)(OC(=O)OC(Cl)(Cl)Cl)Cl.C(N(CC)CC)C.Cl.[CH3:36][NH:37][O:38][CH3:39], predict the reaction product. The product is: [CH3:39][O:38][N:37]([CH3:36])[C:13]([C:10]1[CH:11]=[N:12][C:7]([C:1]2[CH:2]=[CH:3][CH:4]=[CH:5][CH:6]=2)=[N:8][CH:9]=1)=[O:15].